This data is from Catalyst prediction with 721,799 reactions and 888 catalyst types from USPTO. The task is: Predict which catalyst facilitates the given reaction. Reactant: [F:1][C:2]1[CH:11]=[C:10]2[C:5]([CH2:6][CH2:7][N:8]([C:12](=[O:17])[C:13]([F:16])([F:15])[F:14])[CH2:9]2)=[CH:4][CH:3]=1.[N+:18]([O-])([O-:20])=[O:19].[K+]. Product: [F:1][C:2]1[CH:11]=[C:10]2[C:5]([CH2:6][CH2:7][N:8]([C:12](=[O:17])[C:13]([F:14])([F:15])[F:16])[CH2:9]2)=[CH:4][C:3]=1[N+:18]([O-:20])=[O:19]. The catalyst class is: 65.